Task: Predict which catalyst facilitates the given reaction.. Dataset: Catalyst prediction with 721,799 reactions and 888 catalyst types from USPTO Reactant: [F:1][C:2]([F:37])([F:36])[C:3]1[CH:4]=[C:5]([C@H:13]([O:15][C@H:16]2[CH2:21][CH2:20][C@H:19]([CH:22]=O)[C@@H:18]([C:24]([O:26][CH2:27][CH3:28])=[O:25])[C@@H:17]2[C:29]2[CH:34]=[CH:33][C:32]([F:35])=[CH:31][CH:30]=2)[CH3:14])[CH:6]=[C:7]([C:9]([F:12])([F:11])[F:10])[CH:8]=1.[CH2:38]([NH2:45])[C:39]1[CH:44]=[CH:43][CH:42]=[CH:41][CH:40]=1.C(O[BH-](OC(=O)C)OC(=O)C)(=O)C.[Na+]. Product: [CH2:38]([NH:45][CH2:22][C@@H:19]1[C@@H:18]([C:24]([O:26][CH2:27][CH3:28])=[O:25])[C@H:17]([C:29]2[CH:34]=[CH:33][C:32]([F:35])=[CH:31][CH:30]=2)[C@@H:16]([O:15][C@@H:13]([C:5]2[CH:6]=[C:7]([C:9]([F:11])([F:12])[F:10])[CH:8]=[C:3]([C:2]([F:37])([F:36])[F:1])[CH:4]=2)[CH3:14])[CH2:21][CH2:20]1)[C:39]1[CH:44]=[CH:43][CH:42]=[CH:41][CH:40]=1. The catalyst class is: 4.